This data is from Forward reaction prediction with 1.9M reactions from USPTO patents (1976-2016). The task is: Predict the product of the given reaction. (1) Given the reactants C(OC([N:8]1[CH2:13][CH2:12][N:11]([C:14]2[CH:19]=[CH:18][CH:17]=[C:16]([O:20][CH2:21][CH2:22][CH2:23][N:24]([CH2:39][C:40]3[CH:45]=[CH:44][CH:43]=[C:42]([C:46]([F:49])([F:48])[F:47])[C:41]=3[Cl:50])[CH2:25][CH:26]([C:33]3[CH:38]=[CH:37][CH:36]=[CH:35][CH:34]=3)[C:27]3[CH:32]=[CH:31][CH:30]=[CH:29][CH:28]=3)[CH:15]=2)[CH2:10][CH2:9]1)=O)(C)(C)C.Cl, predict the reaction product. The product is: [ClH:50].[Cl:50][C:41]1[C:42]([C:46]([F:48])([F:47])[F:49])=[CH:43][CH:44]=[CH:45][C:40]=1[CH2:39][N:24]([CH2:25][CH:26]([C:27]1[CH:28]=[CH:29][CH:30]=[CH:31][CH:32]=1)[C:33]1[CH:38]=[CH:37][CH:36]=[CH:35][CH:34]=1)[CH2:23][CH2:22][CH2:21][O:20][C:16]1[CH:17]=[CH:18][CH:19]=[C:14]([N:11]2[CH2:10][CH2:9][NH:8][CH2:13][CH2:12]2)[CH:15]=1. (2) Given the reactants [C:1]([NH:5][C:6]1[C:15]2[C:10](=[C:11]([NH2:16])[CH:12]=[CH:13][CH:14]=2)[N:9]=[CH:8][N:7]=1)([CH3:4])([CH3:3])[CH3:2].[CH3:17][C:18]1[C:26]([CH2:27][NH:28][C:29](=[O:34])[C:30]([CH3:33])([CH3:32])[CH3:31])=[CH:25][CH:24]=[C:23]([CH3:35])[C:19]=1[C:20](O)=[O:21].C(Cl)(=O)C(Cl)=O.CCN(C(C)C)C(C)C, predict the reaction product. The product is: [C:1]([NH:5][C:6]1[C:15]2[C:10](=[C:11]([NH:16][C:20](=[O:21])[C:19]3[C:23]([CH3:35])=[CH:24][CH:25]=[C:26]([CH2:27][NH:28][C:29](=[O:34])[C:30]([CH3:31])([CH3:32])[CH3:33])[C:18]=3[CH3:17])[CH:12]=[CH:13][CH:14]=2)[N:9]=[CH:8][N:7]=1)([CH3:4])([CH3:2])[CH3:3].